This data is from NCI-60 drug combinations with 297,098 pairs across 59 cell lines. The task is: Regression. Given two drug SMILES strings and cell line genomic features, predict the synergy score measuring deviation from expected non-interaction effect. Drug 1: CN(C(=O)NC(C=O)C(C(C(CO)O)O)O)N=O. Drug 2: C1CN(P(=O)(OC1)NCCCl)CCCl. Cell line: SNB-19. Synergy scores: CSS=1.44, Synergy_ZIP=1.14, Synergy_Bliss=2.62, Synergy_Loewe=0.867, Synergy_HSA=0.198.